Dataset: Forward reaction prediction with 1.9M reactions from USPTO patents (1976-2016). Task: Predict the product of the given reaction. (1) Given the reactants [NH2:1][C:2]1[O:6][CH:5]([C:7]2[CH:12]=[CH:11][C:10]([Cl:13])=[CH:9][CH:8]=2)[C:4](=[O:14])[C:3]=1[OH:15].C(N(CC)CC)C.[CH2:23]([S:27](Cl)(=[O:29])=[O:28])[CH2:24][CH2:25][CH3:26].[Cl-].[NH4+], predict the reaction product. The product is: [Cl:13][C:10]1[CH:9]=[CH:8][C:7]([CH:5]2[C:4](=[O:14])[C:3]([O:15][S:27]([CH2:23][CH2:24][CH2:25][CH3:26])(=[O:29])=[O:28])=[C:2]([NH2:1])[O:6]2)=[CH:12][CH:11]=1. (2) Given the reactants [F:1][C:2]([F:17])([F:16])[C:3]1[CH:8]=[CH:7][C:6]([C:9]2[CH:14]=[CH:13][C:12]([OH:15])=[CH:11][CH:10]=2)=[CH:5][CH:4]=1.O[CH:19]([C:24]1[CH:33]=[CH:32][C:27]([C:28]([O:30][CH3:31])=[O:29])=[CH:26][N:25]=1)[CH2:20][CH:21]([CH3:23])[CH3:22].C1(P(C2C=CC=CC=2)C2C=CC=CC=2)C=CC=CC=1.N(C(OC(C)C)=O)=NC(OC(C)C)=O, predict the reaction product. The product is: [CH3:22][CH:21]([CH3:23])[CH2:20][CH:19]([C:24]1[CH:33]=[CH:32][C:27]([C:28]([O:30][CH3:31])=[O:29])=[CH:26][N:25]=1)[O:15][C:12]1[CH:13]=[CH:14][C:9]([C:6]2[CH:7]=[CH:8][C:3]([C:2]([F:16])([F:17])[F:1])=[CH:4][CH:5]=2)=[CH:10][CH:11]=1. (3) Given the reactants [CH3:1][N:2]1[C:6](=[O:7])[CH2:5][CH2:4][CH:3]1[C:8]1[CH:26]=[C:25]([N+:27]([O-])=O)[CH:24]=[CH:23][C:9]=1[O:10][C:11]1[CH:16]=[CH:15][C:14]([CH2:17][CH2:18][C:19]([O:21][CH3:22])=[O:20])=[CH:13][CH:12]=1.[Cl-].[NH4+], predict the reaction product. The product is: [NH2:27][C:25]1[CH:24]=[CH:23][C:9]([O:10][C:11]2[CH:16]=[CH:15][C:14]([CH2:17][CH2:18][C:19]([O:21][CH3:22])=[O:20])=[CH:13][CH:12]=2)=[C:8]([CH:3]2[CH2:4][CH2:5][C:6](=[O:7])[N:2]2[CH3:1])[CH:26]=1.